Dataset: NCI-60 drug combinations with 297,098 pairs across 59 cell lines. Task: Regression. Given two drug SMILES strings and cell line genomic features, predict the synergy score measuring deviation from expected non-interaction effect. (1) Synergy scores: CSS=58.0, Synergy_ZIP=-10.3, Synergy_Bliss=-8.68, Synergy_Loewe=-7.31, Synergy_HSA=-3.16. Cell line: K-562. Drug 2: CC1=C(C=C(C=C1)C(=O)NC2=CC(=CC(=C2)C(F)(F)F)N3C=C(N=C3)C)NC4=NC=CC(=N4)C5=CN=CC=C5. Drug 1: C1=C(C(=O)NC(=O)N1)N(CCCl)CCCl. (2) Drug 1: CC1=CC2C(CCC3(C2CCC3(C(=O)C)OC(=O)C)C)C4(C1=CC(=O)CC4)C. Drug 2: C1CC(C1)(C(=O)O)C(=O)O.[NH2-].[NH2-].[Pt+2]. Cell line: SNB-19. Synergy scores: CSS=22.1, Synergy_ZIP=-6.74, Synergy_Bliss=-3.25, Synergy_Loewe=-20.6, Synergy_HSA=-9.94. (3) Drug 1: C1=C(C(=O)NC(=O)N1)N(CCCl)CCCl. Drug 2: CC12CCC3C(C1CCC2OP(=O)(O)O)CCC4=C3C=CC(=C4)OC(=O)N(CCCl)CCCl.[Na+]. Cell line: NCI-H226. Synergy scores: CSS=0.417, Synergy_ZIP=-4.56, Synergy_Bliss=-7.35, Synergy_Loewe=-9.90, Synergy_HSA=-7.60. (4) Drug 1: C#CCC(CC1=CN=C2C(=N1)C(=NC(=N2)N)N)C3=CC=C(C=C3)C(=O)NC(CCC(=O)O)C(=O)O. Drug 2: B(C(CC(C)C)NC(=O)C(CC1=CC=CC=C1)NC(=O)C2=NC=CN=C2)(O)O. Cell line: NCI-H322M. Synergy scores: CSS=16.4, Synergy_ZIP=-6.11, Synergy_Bliss=-2.96, Synergy_Loewe=-3.59, Synergy_HSA=-3.80. (5) Cell line: SK-MEL-28. Drug 1: CC1C(C(=O)NC(C(=O)N2CCCC2C(=O)N(CC(=O)N(C(C(=O)O1)C(C)C)C)C)C(C)C)NC(=O)C3=C4C(=C(C=C3)C)OC5=C(C(=O)C(=C(C5=N4)C(=O)NC6C(OC(=O)C(N(C(=O)CN(C(=O)C7CCCN7C(=O)C(NC6=O)C(C)C)C)C)C(C)C)C)N)C. Drug 2: C1CN(CCN1C(=O)CCBr)C(=O)CCBr. Synergy scores: CSS=15.1, Synergy_ZIP=-6.83, Synergy_Bliss=-3.79, Synergy_Loewe=-3.24, Synergy_HSA=-2.82. (6) Drug 2: COC1=CC(=CC(=C1O)OC)C2C3C(COC3=O)C(C4=CC5=C(C=C24)OCO5)OC6C(C(C7C(O6)COC(O7)C8=CC=CS8)O)O. Synergy scores: CSS=12.4, Synergy_ZIP=-6.59, Synergy_Bliss=-1.42, Synergy_Loewe=-11.8, Synergy_HSA=-2.64. Drug 1: CNC(=O)C1=CC=CC=C1SC2=CC3=C(C=C2)C(=NN3)C=CC4=CC=CC=N4. Cell line: OVCAR-5. (7) Drug 1: C1CC(C1)(C(=O)O)C(=O)O.[NH2-].[NH2-].[Pt+2]. Drug 2: CN1C(=O)N2C=NC(=C2N=N1)C(=O)N. Synergy scores: CSS=3.14, Synergy_ZIP=-1.70, Synergy_Bliss=-1.01, Synergy_Loewe=-3.41, Synergy_HSA=-1.52. Cell line: UACC-257.